Predict the product of the given reaction. From a dataset of Forward reaction prediction with 1.9M reactions from USPTO patents (1976-2016). (1) Given the reactants [CH:1]([Mg]Cl)=[CH:2][CH2:3][CH3:4].[Cl-].[NH4+].C([O:11][CH2:12][CH3:13])C, predict the reaction product. The product is: [CH2:4]([C@@H:4]1[CH2:3][CH2:2][CH2:1][C@@:12]1([CH3:13])[OH:11])[CH2:3][CH:2]=[CH2:1]. (2) The product is: [CH3:1][O:2][C:3]([C:5]1[CH:10]=[N:9][CH:8]=[CH:7][N+:6]=1[O-:16])=[O:4]. Given the reactants [CH3:1][O:2][C:3]([C:5]1[CH:10]=[N:9][CH:8]=[CH:7][N:6]=1)=[O:4].ClC1C=C(C=CC=1)C(OO)=[O:16], predict the reaction product. (3) Given the reactants [CH3:1][C:2]1[CH:6]=[C:5]([NH:7][C:8]2[N:13]=[C:12]([NH:14][C@@H:15]3[CH2:20][CH2:19][CH2:18][NH:17][CH2:16]3)[C:11]3=[CH:21][CH:22]=[CH:23][N:10]3[N:9]=2)[S:4][N:3]=1.[C:24](O)(=[O:27])[C:25]#[CH:26].C(N(CC)C(C)C)(C)C.CN(C(ON1N=NC2C=CC=CC1=2)=[N+](C)C)C.[B-](F)(F)(F)F, predict the reaction product. The product is: [CH3:1][C:2]1[CH:6]=[C:5]([NH:7][C:8]2[N:13]=[C:12]([NH:14][C@@H:15]3[CH2:20][CH2:19][CH2:18][N:17]([C:24](=[O:27])[C:25]#[CH:26])[CH2:16]3)[C:11]3=[CH:21][CH:22]=[CH:23][N:10]3[N:9]=2)[S:4][N:3]=1. (4) Given the reactants Cl[CH2:2][C:3]1[NH:12][C:11](=[O:13])[C:10]2[C:5](=[CH:6][C:7]([O:16][CH3:17])=[C:8]([O:14][CH3:15])[CH:9]=2)[N:4]=1.[Cl:18][C:19]1[C:20]([O:42][CH3:43])=[CH:21][C:22]([O:40][CH3:41])=[C:23]([CH2:25][CH2:26][C:27]2([CH:35]3[CH2:39][CH2:38][CH2:37][CH2:36]3)[O:32][C:31](=[O:33])[CH2:30][C:29](=[O:34])[CH2:28]2)[CH:24]=1, predict the reaction product. The product is: [Cl:18][C:19]1[C:20]([O:42][CH3:43])=[CH:21][C:22]([O:40][CH3:41])=[C:23]([CH2:25][CH2:26][C:27]2([CH:35]3[CH2:39][CH2:38][CH2:37][CH2:36]3)[O:32][C:31](=[O:33])[C:30]([CH2:2][C:3]3[NH:12][C:11](=[O:13])[C:10]4[C:5](=[CH:6][C:7]([O:16][CH3:17])=[C:8]([O:14][CH3:15])[CH:9]=4)[N:4]=3)=[C:29]([OH:34])[CH2:28]2)[CH:24]=1. (5) Given the reactants [CH3:1][O:2][C:3]1[CH:4]=[C:5]([NH:11][CH:12]2[CH2:17][CH2:16][N:15]([CH2:18][C:19]3[CH:24]=[CH:23][N:22]=[C:21]([C:25]4[CH:30]=[C:29]([O:31][CH3:32])[C:28]([O:33][CH3:34])=[C:27]([O:35][CH3:36])[CH:26]=4)[CH:20]=3)[CH2:14][CH2:13]2)[CH:6]=[C:7]([O:9][CH3:10])[CH:8]=1.[Cl:37][CH2:38][C:39]1[C:40]([C:45]2[CH:50]=[C:49]([O:51][CH3:52])[C:48]([O:53][CH3:54])=[C:47]([O:55][CH3:56])[CH:46]=2)=[N:41][CH:42]=[CH:43][CH:44]=1, predict the reaction product. The product is: [ClH:37].[ClH:37].[ClH:37].[CH3:1][O:2][C:3]1[CH:4]=[C:5]([N:11]([CH:12]2[CH2:13][CH2:14][N:15]([CH2:18][C:19]3[CH:24]=[CH:23][N:22]=[C:21]([C:25]4[CH:26]=[C:27]([O:35][CH3:36])[C:28]([O:33][CH3:34])=[C:29]([O:31][CH3:32])[CH:30]=4)[CH:20]=3)[CH2:16][CH2:17]2)[CH2:38][C:39]2[C:40]([C:45]3[CH:50]=[C:49]([O:51][CH3:52])[C:48]([O:53][CH3:54])=[C:47]([O:55][CH3:56])[CH:46]=3)=[N:41][CH:42]=[CH:43][CH:44]=2)[CH:6]=[C:7]([O:9][CH3:10])[CH:8]=1. (6) The product is: [CH:11]([C:2]1[CH:10]=[CH:9][C:5]2=[N:6][O:7][N:8]=[C:4]2[CH:3]=1)=[CH2:12]. Given the reactants Br[C:2]1[CH:10]=[CH:9][C:5]2=[N:6][O:7][N:8]=[C:4]2[CH:3]=1.[CH2:11](O)[CH3:12], predict the reaction product. (7) Given the reactants [CH3:1][O:2][C:3]1[CH:4]=[CH:5][C:6]2[NH:12][C:11](=[O:13])[N:10]([CH:14]3[CH2:19][CH2:18][NH:17][CH2:16][CH2:15]3)[CH2:9][CH2:8][C:7]=2[CH:20]=1.Cl[C:22]1[N:27]=[CH:26][N:25]=[C:24]([O:28][C:29]2[CH:30]=[C:31]([CH3:40])[C:32]3[NH:37][C:36](=[O:38])[CH2:35][O:34][C:33]=3[CH:39]=2)[CH:23]=1.CCN(C(C)C)C(C)C.O, predict the reaction product. The product is: [CH3:1][O:2][C:3]1[CH:4]=[CH:5][C:6]2[NH:12][C:11](=[O:13])[N:10]([CH:14]3[CH2:19][CH2:18][N:17]([C:22]4[N:27]=[CH:26][N:25]=[C:24]([O:28][C:29]5[CH:30]=[C:31]([CH3:40])[C:32]6[NH:37][C:36](=[O:38])[CH2:35][O:34][C:33]=6[CH:39]=5)[CH:23]=4)[CH2:16][CH2:15]3)[CH2:9][CH2:8][C:7]=2[CH:20]=1.